This data is from Forward reaction prediction with 1.9M reactions from USPTO patents (1976-2016). The task is: Predict the product of the given reaction. (1) Given the reactants Cl.[Cl:2][C:3]1[CH:8]=[CH:7][CH:6]=[CH:5][C:4]=1[CH:9]([N:13]1[CH2:18][CH2:17][N:16]([CH3:19])[CH2:15][CH2:14]1)[C:10]([OH:12])=O.C1C=CC2N(O)N=NC=2C=1.O.C1CCC(N=C=NC2CCCCC2)CC1.CN1C2C=CC(Cl)=CC=2C(C2C=CC=CC=2)=NCC1=O.[F:66][C:67]([F:81])([F:80])[C:68]1[CH:69]=[C:70]([NH:78][NH2:79])[CH:71]=[C:72]([C:74]([F:77])([F:76])[F:75])[CH:73]=1.[N-]=C=O.C(O)C(N)(CO)CO, predict the reaction product. The product is: [F:66][C:67]([F:80])([F:81])[C:68]1[CH:69]=[C:70]([NH:78][NH:79][C:10](=[O:12])[CH:9]([C:4]2[CH:5]=[CH:6][CH:7]=[CH:8][C:3]=2[Cl:2])[N:13]2[CH2:18][CH2:17][N:16]([CH3:19])[CH2:15][CH2:14]2)[CH:71]=[C:72]([C:74]([F:77])([F:75])[F:76])[CH:73]=1. (2) The product is: [Cl:19][C:16]1[CH:15]=[CH:14][C:13]([CH:20]=[O:21])=[CH:18][N:17]=1. Given the reactants CCCCCC.C([Li])CCC.Br[C:13]1[CH:14]=[CH:15][C:16]([Cl:19])=[N:17][CH:18]=1.[C:20](=O)([O-])[OH:21].[Na+], predict the reaction product.